From a dataset of Cav3 T-type calcium channel HTS with 100,875 compounds. Binary Classification. Given a drug SMILES string, predict its activity (active/inactive) in a high-throughput screening assay against a specified biological target. (1) The drug is O=C1CCCc2nc(NC(=O)CCc3ccccc3)ncc12. The result is 0 (inactive). (2) The molecule is S(=O)(=O)(N(CC)CC)c1ccc(cc1)C(=O)NCCSc1c2c([nH]c1)cccc2. The result is 1 (active). (3) The compound is O=C(C(Nc1c(cccc1)C(OC)=O)NC(=O)c1occc1)c1ccc(cc1)C. The result is 0 (inactive). (4) The compound is S(CC(=O)N1CCOCC1)CC(=O)Nc1scc(n1)c1cc2OCOc2cc1. The result is 0 (inactive). (5) The drug is o1c(c(nc1c1ccc(cc1)C)CS(=O)CC(=O)Nc1cc(CC)ccc1)C. The result is 1 (active).